This data is from NCI-60 drug combinations with 297,098 pairs across 59 cell lines. The task is: Regression. Given two drug SMILES strings and cell line genomic features, predict the synergy score measuring deviation from expected non-interaction effect. (1) Cell line: SK-MEL-28. Drug 1: CC1C(C(CC(O1)OC2CC(CC3=C2C(=C4C(=C3O)C(=O)C5=C(C4=O)C(=CC=C5)OC)O)(C(=O)C)O)N)O.Cl. Drug 2: CC(C)NC(=O)C1=CC=C(C=C1)CNNC.Cl. Synergy scores: CSS=20.6, Synergy_ZIP=-3.24, Synergy_Bliss=9.79, Synergy_Loewe=-20.7, Synergy_HSA=4.08. (2) Drug 1: CC1=CC=C(C=C1)C2=CC(=NN2C3=CC=C(C=C3)S(=O)(=O)N)C(F)(F)F. Drug 2: C(CCl)NC(=O)N(CCCl)N=O. Cell line: NCI-H460. Synergy scores: CSS=1.27, Synergy_ZIP=-1.49, Synergy_Bliss=-0.0762, Synergy_Loewe=-2.72, Synergy_HSA=-0.724. (3) Drug 1: CC1C(C(CC(O1)OC2CC(CC3=C2C(=C4C(=C3O)C(=O)C5=C(C4=O)C(=CC=C5)OC)O)(C(=O)C)O)N)O.Cl. Drug 2: C1CN1P(=S)(N2CC2)N3CC3. Cell line: HOP-62. Synergy scores: CSS=37.6, Synergy_ZIP=-8.35, Synergy_Bliss=-1.19, Synergy_Loewe=-18.9, Synergy_HSA=-1.08. (4) Drug 1: C1=CN(C=N1)CC(O)(P(=O)(O)O)P(=O)(O)O. Drug 2: CC(C)CN1C=NC2=C1C3=CC=CC=C3N=C2N. Cell line: NCI-H226. Synergy scores: CSS=-3.83, Synergy_ZIP=3.15, Synergy_Bliss=2.47, Synergy_Loewe=-3.88, Synergy_HSA=-3.08.